Predict the product of the given reaction. From a dataset of Forward reaction prediction with 1.9M reactions from USPTO patents (1976-2016). (1) Given the reactants [F:1][C:2]1[CH:7]=[C:6]([F:8])[CH:5]=[CH:4][C:3]=1[C:9]1[CH:14]=[C:13]([N:15]2[C:19]3[CH:20]=[CH:21][C:22]([C:24]4[CH:25]=[N:26][N:27]([CH2:29][CH2:30][O:31]C5CCCCO5)[CH:28]=4)=[CH:23][C:18]=3[N:17]=[CH:16]2)[CH:12]=[C:11]([NH:38]C(=O)C)[CH:10]=1.C(Cl)(=O)C, predict the reaction product. The product is: [NH2:38][C:11]1[CH:12]=[C:13]([N:15]2[C:19]3[CH:20]=[CH:21][C:22]([C:24]4[CH:25]=[N:26][N:27]([CH2:29][CH2:30][OH:31])[CH:28]=4)=[CH:23][C:18]=3[N:17]=[CH:16]2)[CH:14]=[C:9]([C:3]2[CH:4]=[CH:5][C:6]([F:8])=[CH:7][C:2]=2[F:1])[CH:10]=1. (2) Given the reactants Cl[C:2]1[N:3]=[CH:4][C:5]([C:8]#[N:9])=[N:6][CH:7]=1.[C:10]([N:13]1[C:22]2[C:17](=[CH:18][C:19]([C:23]([NH:25][CH3:26])=[O:24])=[CH:20][CH:21]=2)[CH:16]([NH2:27])[CH:15]([CH3:28])[CH:14]1[CH:29]1[CH2:31][CH2:30]1)(=[O:12])[CH3:11].CCN(C(C)C)C(C)C, predict the reaction product. The product is: [C:10]([N:13]1[C:22]2[C:17](=[CH:18][C:19]([C:23]([NH:25][CH3:26])=[O:24])=[CH:20][CH:21]=2)[CH:16]([NH:27][C:2]2[CH:7]=[N:6][C:5]([C:8]#[N:9])=[CH:4][N:3]=2)[CH:15]([CH3:28])[CH:14]1[CH:29]1[CH2:30][CH2:31]1)(=[O:12])[CH3:11]. (3) Given the reactants [CH3:1][O:2][CH:3]([O:20][CH3:21])[C:4]1[C:5]([F:19])=[C:6]([F:18])[C:7]2[O:11][N:10]=[C:9]([C:12]([O:14]CC)=O)[C:8]=2[CH:17]=1.[CH:22]([NH2:25])([CH3:24])[CH3:23], predict the reaction product. The product is: [CH3:21][O:20][CH:3]([O:2][CH3:1])[C:4]1[C:5]([F:19])=[C:6]([F:18])[C:7]2[O:11][N:10]=[C:9]([C:12]([NH:25][CH:22]([CH3:24])[CH3:23])=[O:14])[C:8]=2[CH:17]=1. (4) Given the reactants C(=O)=O.[CH3:4][C:5]([CH3:20])([CH3:19])[CH:6]([C:8]1[O:9][C:10]([C:13]2[CH:14]=[N:15][CH:16]=[CH:17][CH:18]=2)=[N:11][N:12]=1)[OH:7], predict the reaction product. The product is: [CH3:4][C:5]([CH3:20])([CH3:19])[C@H:6]([C:8]1[O:9][C:10]([C:13]2[CH:14]=[N:15][CH:16]=[CH:17][CH:18]=2)=[N:11][N:12]=1)[OH:7].[CH3:4][C:5]([CH3:20])([CH3:19])[C@@H:6]([C:8]1[O:9][C:10]([C:13]2[CH:14]=[N:15][CH:16]=[CH:17][CH:18]=2)=[N:11][N:12]=1)[OH:7]. (5) Given the reactants CN1CCOCC1.[CH2:8]([O:15][C:16]([NH:18][C@H:19]([CH2:23][C:24]1[CH:29]=[CH:28][CH:27]=[CH:26][CH:25]=1)[C:20]([OH:22])=O)=[O:17])[C:9]1[CH:14]=[CH:13][CH:12]=[CH:11][CH:10]=1.[CH3:30][S:31]([C:34]1[CH:39]=[CH:38][CH:37]=[CH:36][C:35]=1[C:40]1[CH:45]=[CH:44][C:43]([NH2:46])=[CH:42][CH:41]=1)(=[O:33])=[O:32].Cl.CN(C)CCCN=C=NCC.ON1C2C=CC=CC=2N=N1, predict the reaction product. The product is: [CH3:30][S:31]([C:34]1[CH:39]=[CH:38][CH:37]=[CH:36][C:35]=1[C:40]1[CH:41]=[CH:42][C:43]([NH:46][C:20]([C@H:19]([NH:18][C:16](=[O:17])[O:15][CH2:8][C:9]2[CH:10]=[CH:11][CH:12]=[CH:13][CH:14]=2)[CH2:23][C:24]2[CH:29]=[CH:28][CH:27]=[CH:26][CH:25]=2)=[O:22])=[CH:44][CH:45]=1)(=[O:32])=[O:33]. (6) Given the reactants [CH3:1][O:2][C:3]1[C:8]([CH3:9])=[CH:7][C:6]([NH:10][C:11]([CH:13]([NH:16][CH2:17][C:18]2[CH:34]=[CH:33][C:21]([O:22][C:23]([CH3:32])([CH3:31])[C:24]([O:26]C(C)(C)C)=[O:25])=[CH:20][CH:19]=2)[CH2:14][CH3:15])=[O:12])=[C:5]([CH3:35])[CH:4]=1.FC(F)(F)C(O)=O, predict the reaction product. The product is: [CH3:1][O:2][C:3]1[C:8]([CH3:9])=[CH:7][C:6]([NH:10][C:11]([CH:13]([NH:16][CH2:17][C:18]2[CH:19]=[CH:20][C:21]([O:22][C:23]([CH3:32])([CH3:31])[C:24]([OH:26])=[O:25])=[CH:33][CH:34]=2)[CH2:14][CH3:15])=[O:12])=[C:5]([CH3:35])[CH:4]=1. (7) Given the reactants [CH2:1]([O:3][C:4]([C:6]1[NH:7][CH:8]=[C:9]2[CH:18]([C:19]3[O:20][C:21]([S:24][C:25]4[NH:29][C:28]5[CH:30]=[CH:31][C:32]([O:34][Si](C(C)(C)C)(C)C)=[CH:33][C:27]=5[N:26]=4)=[CH:22][CH:23]=3)[C:17]3[C:16](=[O:42])[CH2:15][CH2:14][CH2:13][C:12]=3[NH:11][C:10]=12)=[O:5])[CH3:2].CCCC[N+](CCCC)(CCCC)CCCC.[F-], predict the reaction product. The product is: [CH2:1]([O:3][C:4]([C:6]1[NH:7][CH:8]=[C:9]2[CH:18]([C:19]3[O:20][C:21]([S:24][C:25]4[NH:29][C:28]5[CH:30]=[CH:31][C:32]([OH:34])=[CH:33][C:27]=5[N:26]=4)=[CH:22][CH:23]=3)[C:17]3[C:16](=[O:42])[CH2:15][CH2:14][CH2:13][C:12]=3[NH:11][C:10]=12)=[O:5])[CH3:2].